This data is from Full USPTO retrosynthesis dataset with 1.9M reactions from patents (1976-2016). The task is: Predict the reactants needed to synthesize the given product. (1) Given the product [Cl:1][C:2]1[CH:7]=[C:6]([Cl:8])[CH:5]=[CH:4][C:3]=1[C:9]1[N:10]=[C:11]([CH3:28])[C:12]([NH:17][CH:18]2[C:26]3[C:21](=[CH:22][CH:23]=[CH:24][CH:25]=3)[CH2:20][CH2:19]2)=[N:13][C:14]=1[CH3:15], predict the reactants needed to synthesize it. The reactants are: [Cl:1][C:2]1[CH:7]=[C:6]([Cl:8])[CH:5]=[CH:4][C:3]=1[C:9]1[N:10]=[C:11]([CH2:28]C)[C:12]([NH:17][C@@H:18]2[C:26]3[C:21](=[CH:22][CH:23]=[CH:24][CH:25]=3)[CH2:20][C@@H:19]2O)=[N:13][C:14]=1[CH2:15]C.BrC1N=C(C)C(NC2C3C(=CC=CC=3)CC2)=NC=1C. (2) Given the product [Cl:15][C:16]1[CH:24]=[C:23]2[C:19]([C:20]([C:25]([O:27][CH3:28])=[O:26])=[CH:21][NH:22]2)=[CH:18][C:17]=1[C:2]1[CH:7]=[CH:6][C:5]([C:8]([CH3:12])([CH3:11])[CH2:9][OH:10])=[C:4]([O:13][CH3:14])[CH:3]=1, predict the reactants needed to synthesize it. The reactants are: Br[C:2]1[CH:7]=[CH:6][C:5]([C:8]([CH3:12])([CH3:11])[CH2:9][OH:10])=[C:4]([O:13][CH3:14])[CH:3]=1.[Cl:15][C:16]1[CH:24]=[C:23]2[C:19]([C:20]([C:25]([O:27][CH3:28])=[O:26])=[CH:21][NH:22]2)=[CH:18][C:17]=1B1OCC(C)(C)CO1.C(=O)([O-])[O-].[K+].[K+].C1(C)C=CC=CC=1. (3) Given the product [C:1]([O:4][CH2:5][C:6]1[N:11]([C:12]2[CH:13]=[C:14]([CH:19]=[CH:20][CH:21]=2)[C:15]([O:17][CH3:18])=[O:16])[C:10](=[O:22])[C:9]([Br:23])=[C:8]([O:24][CH2:34][C:33]2[CH:36]=[CH:37][C:38]([F:40])=[CH:39][C:32]=2[F:31])[CH:7]=1)(=[O:3])[CH3:2], predict the reactants needed to synthesize it. The reactants are: [C:1]([O:4][CH2:5][C:6]1[N:11]([C:12]2[CH:13]=[C:14]([CH:19]=[CH:20][CH:21]=2)[C:15]([O:17][CH3:18])=[O:16])[C:10](=[O:22])[C:9]([Br:23])=[C:8]([OH:24])[CH:7]=1)(=[O:3])[CH3:2].C([O-])([O-])=O.[K+].[K+].[F:31][C:32]1[CH:39]=[C:38]([F:40])[CH:37]=[CH:36][C:33]=1[CH2:34]Br. (4) Given the product [Cl:1][C:2]1[CH:3]=[C:4]([C:9]2[O:13][N:12]=[CH:11][C:10]=2[CH2:14][OH:15])[CH:5]=[CH:6][C:7]=1[Cl:8], predict the reactants needed to synthesize it. The reactants are: [Cl:1][C:2]1[CH:3]=[C:4]([C:9]2[O:13][N:12]=[CH:11][C:10]=2[C:14](OCC)=[O:15])[CH:5]=[CH:6][C:7]=1[Cl:8].[H-].C([Al+]CC(C)C)C(C)C.Cl. (5) Given the product [Br-:1].[Br:1][C:2]1[CH:9]=[CH:8][C:5]([CH2:6][P+:16]([C:17]2[CH:18]=[CH:19][CH:20]=[CH:21][CH:22]=2)([C:23]2[CH:28]=[CH:27][CH:26]=[CH:25][CH:24]=2)[C:10]2[CH:11]=[CH:12][CH:13]=[CH:14][CH:15]=2)=[CH:4][CH:3]=1, predict the reactants needed to synthesize it. The reactants are: [Br:1][C:2]1[CH:9]=[CH:8][C:5]([CH2:6]Br)=[CH:4][CH:3]=1.[C:10]1([P:16]([C:23]2[CH:28]=[CH:27][CH:26]=[CH:25][CH:24]=2)[C:17]2[CH:22]=[CH:21][CH:20]=[CH:19][CH:18]=2)[CH:15]=[CH:14][CH:13]=[CH:12][CH:11]=1. (6) Given the product [CH:4]([C:18]1[N:17]=[CH:16][N:13]2[CH:14]=[CH:15][S:11][C:12]=12)=[O:5], predict the reactants needed to synthesize it. The reactants are: CN([CH:4]=[O:5])C.P(Cl)(Cl)(Cl)=O.[S:11]1[CH:15]=[CH:14][N:13]2[CH:16]=[N:17][CH:18]=[C:12]12.[OH-].[Na+]. (7) Given the product [CH2:4]([C:6]1([S:15]([C:18]2[CH:23]=[CH:22][CH:21]=[C:20]([C:24]([F:26])([F:27])[F:25])[CH:19]=2)(=[O:16])=[O:17])[CH2:11][CH2:10][O:9][CH:8]([C:12](=[NH:14])[NH:1][OH:2])[CH2:7]1)[CH3:5], predict the reactants needed to synthesize it. The reactants are: [NH2:1][OH:2].Cl.[CH2:4]([C:6]1([S:15]([C:18]2[CH:23]=[CH:22][CH:21]=[C:20]([C:24]([F:27])([F:26])[F:25])[CH:19]=2)(=[O:17])=[O:16])[CH2:11][CH2:10][O:9][CH:8]([C:12]([NH2:14])=O)[CH2:7]1)[CH3:5].